Dataset: Experimentally validated miRNA-target interactions with 360,000+ pairs, plus equal number of negative samples. Task: Binary Classification. Given a miRNA mature sequence and a target amino acid sequence, predict their likelihood of interaction. (1) The miRNA is hsa-miR-6817-3p with sequence UCUCUCUGACUCCAUGGCA. The protein sequence of the target gene is MPFHPVTAALMYRGIYTVPNLLSEQRPVDIPEDELEEIREAFKVFDRDGNGFISKQELGTAMRSLGYMPNEVELEVIIQRLDMDGDGQVDFEEFVTLLGPKLSTSGIPEKFHGTDFDTVFWKCDMQKLTVDELKRLLYDTFCEHLSMKDIENIIMTEEESHLGTAEECPVDVETCSNQQIRQTCVRKSLICAFAIAFIISVMLIAANQVLRSGMK. Result: 1 (interaction). (2) The miRNA is hsa-miR-4446-5p with sequence AUUUCCCUGCCAUUCCCUUGGC. The protein sequence of the target gene is MRIAVICFCLLGITCAIPVKQADSGSSEEKQLYNKYPDAVATWLNPDPSQKQNLLAPQNAVSSEETNDFKQETLPSKSNESHDHMDDMDDEDDDDHVDSQDSIDSNDSDDVDDTDDSHQSDESHHSDESDELVTDFPTDLPATEVFTPVVPTVDTYDGRGDSVVYGLRSKSKKFRRPDIQYPDATDEDITSHMESEELNGAYKAIPVAQDLNAPSDWDSRGKDSYETSQLDDQSAETHSHKQSRLYKRKANDESNEHSDVIDSQELSKVSREFHSHEFHSHEDMLVVDPKSKEEDKHLKF.... Result: 0 (no interaction). (3) The miRNA is mmu-miR-669l-5p with sequence AGUUGUGUGUGCAUGUAUAUGU. The protein sequence of the target gene is MAVKLGTLLLALALGLAQPASARRKLLVFLLDGFRSDYISDEALESLPGFKEIVSRGVKVDYLTPDFPSLSYPNYYTLMTGRHCEVHQMIGNYMWDPTTNKSFDIGVNKDSLMPLWWNGSEPLWVTLTKAKRKVYMYYWPGCEVEILGVRPTYCLEYKNVPTDINFANAVSDALDSFKSGRADLAAIYHERIDVEGHHYGPASPQRKDALKAVDTVLKYMTKWIQERGLQDRLNVIIFSDHGMTDIFWMDKVIELNKYISLNDLQQVKDRGPVVSLWPAPGKHSEIYNKLSTVEHMTVYE.... Result: 0 (no interaction).